Binary Classification. Given a drug SMILES string, predict its activity (active/inactive) in a high-throughput screening assay against a specified biological target. From a dataset of M1 muscarinic receptor agonist screen with 61,833 compounds. (1) The result is 0 (inactive). The molecule is S1c2n(N=C(C1)c1ccccc1)c(=O)c1c(n2)cc(cc1)C(OC)=O. (2) The drug is S(=O)(=O)(N1CCCC1)c1cc2c(oc(c2C)C(=O)N(Cc2ccccc2)C)cc1. The result is 0 (inactive). (3) The molecule is s1c2n(cc(n2)CNC(=O)CCC(O)=O)c(c1)C. The result is 0 (inactive). (4) The molecule is O=C1N(CN(c2c(OC)cccc2)C(=O)c2cccnc2)C(=O)c2c1cccc2. The result is 0 (inactive). (5) The compound is O=C1C=2C(C(=C(NC2CCC1)C)C(=O)Nc1nccc(c1)C)c1ccc(cc1)C. The result is 0 (inactive). (6) The compound is S(CC(=O)Nc1c(cccc1C)C)c1n(nnn1)C. The result is 0 (inactive). (7) The drug is s1c(c2nn(nn2)CC(=O)Nc2c(CC)cccc2)ccc1. The result is 0 (inactive). (8) The molecule is S(c1n(nnn1)C1CCCCC1)CC(=O)NCCc1ccccc1. The result is 0 (inactive). (9) The drug is o1c(c(nc1c1c(cccc1)C)CS(=O)CC(=O)NCCC)C. The result is 0 (inactive).